This data is from Reaction yield outcomes from USPTO patents with 853,638 reactions. The task is: Predict the reaction yield, written as a fraction of the theoretical maximum amount of product (1.0 means a 100% yield; for example, 0.34 means a 34% yield). (1) The reactants are [Cl:1][C:2]1[CH:3]=[C:4]([NH2:9])[CH:5]=[C:6]([NH2:8])[CH:7]=1.[F:10][C:11]([F:21])([F:20])[C:12](=[O:19])[CH2:13][C:14](OCC)=[O:15]. The catalyst is C(O)C. The product is [NH2:8][C:6]1[CH:7]=[C:2]([Cl:1])[CH:3]=[C:4]2[C:5]=1[C:12]([OH:19])([C:11]([F:21])([F:20])[F:10])[CH2:13][C:14](=[O:15])[NH:9]2. The yield is 0.370. (2) The reactants are Br[C:2]1[C:10]2[C:9](=[O:11])[N:8]([CH2:12][O:13][CH2:14][CH2:15][Si:16]([CH3:19])([CH3:18])[CH3:17])[N:7]=[CH:6][C:5]=2[N:4]([CH2:20][O:21][CH2:22][CH2:23][Si:24]([CH3:27])([CH3:26])[CH3:25])[CH:3]=1.IC1C2C(=O)N(COCC[Si](C)(C)C)N=CC=2N(COCC[Si](C)(C)C)C=1.[CH2:55](B(O)O)[CH2:56][C:57]1[CH:62]=[CH:61][CH:60]=[CH:59][CH:58]=1. No catalyst specified. The product is [CH2:55]([C:2]1[C:10]2[C:9](=[O:11])[N:8]([CH2:12][O:13][CH2:14][CH2:15][Si:16]([CH3:19])([CH3:18])[CH3:17])[N:7]=[CH:6][C:5]=2[N:4]([CH2:20][O:21][CH2:22][CH2:23][Si:24]([CH3:27])([CH3:26])[CH3:25])[CH:3]=1)[CH2:56][C:57]1[CH:62]=[CH:61][CH:60]=[CH:59][CH:58]=1. The yield is 0.780. (3) The reactants are [NH2:1][C:2]1[N:7]=[CH:6][N:5]=[C:4]2[N:8]([CH:19]([C:21]3[O:22][C:23]4[C:28]([C:29](=[O:38])[C:30]=3[C:31]3[CH:36]=[CH:35][CH:34]=[C:33]([F:37])[CH:32]=3)=[CH:27][CH:26]=[CH:25][CH:24]=4)[CH3:20])[N:9]=[C:10]([C:11]3[CH:16]=[CH:15][C:14]([O:17]C)=[CH:13][CH:12]=3)[C:3]=12. The catalyst is ClCCl.B(Br)(Br)Br. The product is [NH2:1][C:2]1[N:7]=[CH:6][N:5]=[C:4]2[N:8]([CH:19]([C:21]3[O:22][C:23]4[C:28]([C:29](=[O:38])[C:30]=3[C:31]3[CH:36]=[CH:35][CH:34]=[C:33]([F:37])[CH:32]=3)=[CH:27][CH:26]=[CH:25][CH:24]=4)[CH3:20])[N:9]=[C:10]([C:11]3[CH:12]=[CH:13][C:14]([OH:17])=[CH:15][CH:16]=3)[C:3]=12. The yield is 0.330. (4) The reactants are [F:1][C:2]1[CH:7]=[CH:6][C:5]([C:8]2[CH:9]=[N:10][NH:11][CH:12]=2)=[CH:4][CH:3]=1.C(=O)([O-])[O-].[Ca+2].[F:18][C:19]1[CH:24]=[C:23]([F:25])[CH:22]=[CH:21][C:20]=1[C@@:26]1([CH2:30][N:31]2[CH:35]=[N:34][CH:33]=[N:32]2)[C@H:28]([CH3:29])[O:27]1. The catalyst is CN(C)C=O. The product is [F:1][C:2]1[CH:3]=[CH:4][C:5]([C:8]2[CH:12]=[N:11][N:10]([C@H:28]([CH3:29])[C@:26]([C:20]3[CH:21]=[CH:22][C:23]([F:25])=[CH:24][C:19]=3[F:18])([OH:27])[CH2:30][N:31]3[CH:35]=[N:34][CH:33]=[N:32]3)[CH:9]=2)=[CH:6][CH:7]=1. The yield is 0.560. (5) The reactants are Cl[C:2]1[C:3](=[O:16])[C:4]([OH:15])=[C:5]([CH:9]([OH:14])[C:10]([F:13])([F:12])[F:11])[N:6]([CH3:8])[CH:7]=1.[Cl:17]C1C(=O)C(O)=CN(C)C=1.COC(O)C(F)(F)F.C(=O)([O-])[O-].[K+].[K+]. No catalyst specified. The product is [Cl:17][C:7]1[N:6]([CH3:8])[C:5]([CH:9]([OH:14])[C:10]([F:13])([F:12])[F:11])=[C:4]([OH:15])[C:3](=[O:16])[CH:2]=1. The yield is 0.680.